From a dataset of Forward reaction prediction with 1.9M reactions from USPTO patents (1976-2016). Predict the product of the given reaction. The product is: [CH3:20][N:21]([CH3:38])[S:22]([N:25]1[C:4]2[C:3](=[CH:2][CH:7]=[C:6]([CH:8]([OH:17])[C:9]#[C:10][C:11]3[CH:16]=[CH:15][CH:14]=[CH:13][CH:12]=3)[C:5]=2[O:18][CH3:19])[CH:27]=[N:26]1)(=[O:24])=[O:23]. Given the reactants F[C:2]1[CH:3]=[CH:4][C:5]([O:18][CH3:19])=[C:6]([CH:8]([OH:17])[C:9]#[C:10][C:11]2[CH:16]=[CH:15][CH:14]=[CH:13][CH:12]=2)[CH:7]=1.[CH3:20][N:21]([CH3:38])[S:22]([N:25]1C2C(=CC=C(C=O)C=2OC)[CH:27]=[N:26]1)(=[O:24])=[O:23], predict the reaction product.